From a dataset of CYP1A2 inhibition data for predicting drug metabolism from PubChem BioAssay. Regression/Classification. Given a drug SMILES string, predict its absorption, distribution, metabolism, or excretion properties. Task type varies by dataset: regression for continuous measurements (e.g., permeability, clearance, half-life) or binary classification for categorical outcomes (e.g., BBB penetration, CYP inhibition). Dataset: cyp1a2_veith. (1) The molecule is O=C(O)CN1C(=O)O[C@@H](c2ccccc2)C1=O. The result is 0 (non-inhibitor). (2) The drug is C/C(CCC(=O)OC[C@@H]1O[C@H](C#Cc2ccccc2)C=C[C@@H]1Oc1ccc(C)cc1)=N/O[C@@H](C)c1cc(-c2c(C)cc(C)cc2C)no1. The result is 0 (non-inhibitor). (3) The molecule is Cc1ccc(S(=O)(=O)N(CCCN2CCCC2=O)Cc2cc3c(C)ccc(C)c3[nH]c2=O)cc1. The result is 0 (non-inhibitor). (4) The drug is COc1c2c(cc3c1OCO3)CCN(C)C2. The result is 1 (inhibitor). (5) The molecule is COc1ccc(C2/C(=C(/O)c3ccccc3)C(=O)C(=O)N2c2ccccn2)c(OC)c1. The result is 0 (non-inhibitor).